From a dataset of Catalyst prediction with 721,799 reactions and 888 catalyst types from USPTO. Predict which catalyst facilitates the given reaction. Reactant: Cl[C:2]1[N:7]=[C:6]([C:8]2[CH:13]=[CH:12][N:11]=[C:10](Cl)[N:9]=2)[N:5]=[CH:4][N:3]=1.[Cl:15][C:16]1[CH:17]=[C:18]([CH:20]=[CH:21][CH:22]=1)[NH2:19].[CH3:23][O:24][CH2:25][CH:26]([NH2:28])[CH3:27]. Product: [Cl:15][C:16]1[CH:17]=[C:18]([NH:19][C:2]2[N:7]=[C:6]([C:8]3[CH:13]=[CH:12][N:11]=[C:10]([NH:28][CH:26]([CH3:27])[CH2:25][O:24][CH3:23])[N:9]=3)[N:5]=[CH:4][N:3]=2)[CH:20]=[CH:21][CH:22]=1. The catalyst class is: 7.